Dataset: Full USPTO retrosynthesis dataset with 1.9M reactions from patents (1976-2016). Task: Predict the reactants needed to synthesize the given product. The reactants are: [Cl:1][C:2]1[CH:8]=[C:7]([O:9][C:10]2[C:19]3[C:14](=[CH:15][C:16]([O:22][CH3:23])=[C:17]([O:20][CH3:21])[CH:18]=3)[N:13]=[CH:12][N:11]=2)[CH:6]=[CH:5][C:3]=1[NH2:4].ClC(Cl)(O[C:28](=[O:34])OC(Cl)(Cl)Cl)Cl.CN[C:38]1[CH:43]=[CH:42][CH:41]=[CH:40][N:39]=1.C(=O)([O-])O.[Na+].[CH2:49]([N:51](CC)CC)C. Given the product [Cl:1][C:2]1[CH:8]=[C:7]([O:9][C:10]2[C:19]3[C:14](=[CH:15][C:16]([O:22][CH3:23])=[C:17]([O:20][CH3:21])[CH:18]=3)[N:13]=[CH:12][N:11]=2)[CH:6]=[CH:5][C:3]=1[NH:4][C:28]([NH:51][CH2:49][C:38]1[CH:43]=[CH:42][CH:41]=[CH:40][N:39]=1)=[O:34], predict the reactants needed to synthesize it.